From a dataset of Full USPTO retrosynthesis dataset with 1.9M reactions from patents (1976-2016). Predict the reactants needed to synthesize the given product. (1) The reactants are: [CH2:1]([O:4][N:5]([C@H:18]1[CH2:23][N:22]([C:24]([O:26][C:27]([CH3:30])([CH3:29])[CH3:28])=[O:25])[C@H:21]([CH2:31][OH:32])[C:20]([CH3:33])=[C:19]1[CH3:34])[S:6]([C:9]1[CH:14]=[CH:13][CH:12]=[CH:11][C:10]=1[N+:15]([O-:17])=[O:16])(=[O:8])=[O:7])[CH:2]=[CH2:3].C([O:38]N([C@H]1CN(C(OC(C)(C)C)=O)[C@H](C(O)=O)C=C1C)S(C1C=CC=CC=1[N+]([O-])=O)(=O)=O)C=C. Given the product [CH2:1]([O:4][N:5]([C@H:18]1[CH2:23][N:22]([C:24]([O:26][C:27]([CH3:28])([CH3:30])[CH3:29])=[O:25])[C@H:21]([C:31]([OH:38])=[O:32])[C:20]([CH3:33])=[C:19]1[CH3:34])[S:6]([C:9]1[CH:14]=[CH:13][CH:12]=[CH:11][C:10]=1[N+:15]([O-:17])=[O:16])(=[O:8])=[O:7])[CH:2]=[CH2:3], predict the reactants needed to synthesize it. (2) Given the product [CH2:23]1[C:32]2[C:27](=[CH:28][CH:29]=[CH:30][CH:31]=2)[CH2:26][CH2:25][N:24]1[CH2:6][CH2:7][CH2:8][CH2:9][O:10][C:11]1[CH:12]=[CH:13][C:14]2[CH2:20][CH2:19][NH:18][C:17](=[O:21])[NH:16][C:15]=2[N:22]=1, predict the reactants needed to synthesize it. The reactants are: CS(O[CH2:6][CH2:7][CH2:8][CH2:9][O:10][C:11]1[CH:12]=[CH:13][C:14]2[CH2:20][CH2:19][NH:18][C:17](=[O:21])[NH:16][C:15]=2[N:22]=1)(=O)=O.[CH2:23]1[C:32]2[C:27](=[CH:28][CH:29]=[CH:30][CH:31]=2)[CH2:26][CH2:25][NH:24]1.C(=O)([O-])[O-].[K+].[K+]. (3) Given the product [O:1]=[C:2]1[N:8]([CH:9]2[CH2:14][CH2:13][N:12]([C:15]([O:17][C@H:18]([CH2:19][C:20]3[CH:28]=[C:27]([CH3:29])[C:23]4[NH:24][CH:25]=[N:26][C:22]=4[CH:21]=3)[C:30]([N:82]3[CH2:83][CH2:84][CH:79]([N:76]4[CH2:75][CH2:74][N:73]([CH2:66][C:67]5[CH:72]=[CH:71][CH:70]=[CH:69][CH:68]=5)[CH2:78][CH2:77]4)[CH2:80][CH2:81]3)=[O:31])=[O:16])[CH2:11][CH2:10]2)[CH2:7][CH2:6][C:36]2[CH:35]=[CH:34][CH:33]=[CH:5][C:4]=2[NH:3]1, predict the reactants needed to synthesize it. The reactants are: [O:1]=[C:2]1[N:8]([CH:9]2[CH2:14][CH2:13][N:12]([C:15]([O:17][C@@H:18]([C:30](O)=[O:31])[CH2:19][C:20]3[CH:28]=[C:27]([CH3:29])[C:23]4[NH:24][CH:25]=[N:26][C:22]=4[CH:21]=3)=[O:16])[CH2:11][CH2:10]2)[CH2:7][CH2:6][C:5]2[CH:33]=[CH:34][CH:35]=[CH:36][C:4]=2[NH:3]1.CN(C(ON1N=NC2C=CC=CC1=2)=[N+](C)C)C.[B-](F)(F)(F)F.C(N(CC)CC)C.[CH2:66]([N:73]1[CH2:78][CH2:77][N:76]([CH:79]2[CH2:84][CH2:83][NH:82][CH2:81][CH2:80]2)[CH2:75][CH2:74]1)[C:67]1[CH:72]=[CH:71][CH:70]=[CH:69][CH:68]=1.C([O-])(O)=O.[Na+]. (4) The reactants are: [O:1]1[C:5]2[CH:6]=[CH:7][C:8]([S:10]([N:13]([O:41][CH:42]([CH2:45][CH3:46])[CH2:43][CH3:44])[CH2:14][C@@H:15]([OH:40])[C@@H:16]([NH:32]C(=O)OC(C)(C)C)[CH2:17][C:18]3[CH:23]=[CH:22][C:21]([O:24][CH2:25][C:26]4[CH:31]=[CH:30][CH:29]=[CH:28][CH:27]=4)=[CH:20][CH:19]=3)(=[O:12])=[O:11])=[CH:9][C:4]=2[O:3][CH2:2]1.FC(F)(F)C(O)=O. Given the product [NH2:32][C@@H:16]([CH2:17][C:18]1[CH:19]=[CH:20][C:21]([O:24][CH2:25][C:26]2[CH:31]=[CH:30][CH:29]=[CH:28][CH:27]=2)=[CH:22][CH:23]=1)[C@H:15]([OH:40])[CH2:14][N:13]([O:41][CH:42]([CH2:43][CH3:44])[CH2:45][CH3:46])[S:10]([C:8]1[CH:7]=[CH:6][C:5]2[O:1][CH2:2][O:3][C:4]=2[CH:9]=1)(=[O:11])=[O:12], predict the reactants needed to synthesize it.